This data is from Forward reaction prediction with 1.9M reactions from USPTO patents (1976-2016). The task is: Predict the product of the given reaction. (1) Given the reactants FC(F)(F)S(O[C:7]1[C:8]2[S:21](=[O:23])(=[O:22])[CH2:20][CH2:19][CH2:18][C:9]=2[N:10]=[C:11]([CH:13]2[CH2:17][CH2:16][CH2:15][CH2:14]2)[N:12]=1)(=O)=O.[NH2:26][C:27]1[CH:32]=[CH:31][C:30]([CH2:33][CH2:34][CH2:35][OH:36])=[CH:29][CH:28]=1, predict the reaction product. The product is: [CH:13]1([C:11]2[N:12]=[C:7]([NH:26][C:27]3[CH:28]=[CH:29][C:30]([CH2:33][CH2:34][CH2:35][OH:36])=[CH:31][CH:32]=3)[C:8]3[S:21](=[O:23])(=[O:22])[CH2:20][CH2:19][CH2:18][C:9]=3[N:10]=2)[CH2:17][CH2:16][CH2:15][CH2:14]1. (2) Given the reactants [OH-].[Na+].C[O:4][C:5](=[O:42])[CH2:6][C:7]1[CH:8]=[C:9]([C:15]2[CH:20]=[CH:19][C:18]([C:21]([CH2:39][CH3:40])([C:24]3[CH:29]=[CH:28][C:27](/[CH:30]=[CH:31]/[C:32]([CH2:36][CH3:37])([OH:35])[CH2:33][CH3:34])=[C:26]([CH3:38])[CH:25]=3)[CH2:22][CH3:23])=[CH:17][C:16]=2[CH3:41])[CH:10]=[CH:11][C:12]=1[O:13][CH3:14].[Cl-].[NH4+], predict the reaction product. The product is: [CH2:22]([C:21]([C:18]1[CH:19]=[CH:20][C:15]([C:9]2[CH:10]=[CH:11][C:12]([O:13][CH3:14])=[C:7]([CH2:6][C:5]([OH:42])=[O:4])[CH:8]=2)=[C:16]([CH3:41])[CH:17]=1)([C:24]1[CH:29]=[CH:28][C:27](/[CH:30]=[CH:31]/[C:32]([CH2:33][CH3:34])([OH:35])[CH2:36][CH3:37])=[C:26]([CH3:38])[CH:25]=1)[CH2:39][CH3:40])[CH3:23]. (3) The product is: [OH:29]/[N:28]=[C:16]1/[C@@H:15]2[C@@H:25]([C@:23]3([CH3:24])[CH:18]([CH2:17]/1)[CH2:19][C:20](=[O:50])[CH2:21][CH2:22]3)[CH2:26][CH2:27][C@@:4]1([CH3:5])[C@H:6]2[CH2:7][CH2:8][C:3]1=[O:12]. Given the reactants C1CO[C:8]23OCC[O:12][C:3]2([C@:4]2([CH2:27][CH2:26][C@H:25]4[C@@H:15](/[C:16](=[N:28]/[OH:29])/[CH2:17][CH:18]5[C@:23]4([CH3:24])[CH2:22][CH2:21][CH2:20][CH2:19]5)[C@@H:6]2[CH2:7]3)[CH3:5])O1.C([C@@H]1C2[C@](C)(CCC(=[O:50])C2)[C@@H]2[C@H]([C@H]3[C@@](CC2)(C)C(=O)CC3)C1)#N, predict the reaction product. (4) Given the reactants C[C:2]1[O:3][C:4](=O)[C:5]2[CH:11]=[CH:10][CH:9]=[CH:8][C:6]=2[N:7]=1.[NH2:13][C:14]1[CH:19]=[CH:18][CH:17]=[CH:16][CH:15]=1, predict the reaction product. The product is: [C:14]1([N:13]2[CH:4]=[C:5]3[C:6]([CH:8]=[CH:9][CH:10]=[CH:11]3)=[N:7][C:2]2=[O:3])[CH:19]=[CH:18][CH:17]=[CH:16][CH:15]=1. (5) Given the reactants [O:1]1[C:5]2[CH:6]=[CH:7][CH:8]=[CH:9][C:4]=2[N:3]=[CH:2]1.C([Mg]Cl)(C)C.[O:15]=[CH:16][C@@H:17]([NH:20][C:21](=[O:27])[O:22][C:23]([CH3:26])([CH3:25])[CH3:24])[CH2:18][CH3:19].[Cl-].[NH4+], predict the reaction product. The product is: [O:1]1[C:5]2[CH:6]=[CH:7][CH:8]=[CH:9][C:4]=2[N:3]=[C:2]1[CH:16]([OH:15])[C@@H:17]([NH:20][C:21](=[O:27])[O:22][C:23]([CH3:25])([CH3:24])[CH3:26])[CH2:18][CH3:19].